From a dataset of Full USPTO retrosynthesis dataset with 1.9M reactions from patents (1976-2016). Predict the reactants needed to synthesize the given product. (1) Given the product [C:31]1([CH:24]([C:25]2[CH:30]=[CH:29][CH:28]=[CH:27][CH:26]=2)[N:17]2[C:18]3[C:23](=[CH:22][CH:21]=[CH:20][CH:19]=3)[C:15]3([C:12]4[CH:13]=[CH:14][C:9]([OH:8])=[CH:10][C:11]=4[O:39][CH2:38]3)[C:16]2=[O:37])[CH:32]=[CH:33][CH:34]=[CH:35][CH:36]=1, predict the reactants needed to synthesize it. The reactants are: C([O:8][C:9]1[CH:14]=[CH:13][C:12]2[C:15]3([CH2:38][O:39][C:11]=2[CH:10]=1)[C:23]1[C:18](=[CH:19][CH:20]=[CH:21][CH:22]=1)[N:17]([CH:24]([C:31]1[CH:36]=[CH:35][CH:34]=[CH:33][CH:32]=1)[C:25]1[CH:30]=[CH:29][CH:28]=[CH:27][CH:26]=1)[C:16]3=[O:37])C1C=CC=CC=1. (2) The reactants are: [CH2:1]([C:8]1[CH:17]=[C:16]2[C:11]([C:12]([OH:28])=[C:13]([C:23](OCC)=[O:24])[C:14](=[O:22])[N:15]2[CH2:18][CH:19]2[CH2:21][CH2:20]2)=[N:10][CH:9]=1)[C:2]1[CH:7]=[CH:6][CH:5]=[CH:4][CH:3]=1.[CH3:29][O:30][CH2:31][CH2:32][NH2:33]. Given the product [CH2:1]([C:8]1[CH:17]=[C:16]2[C:11]([C:12]([OH:28])=[C:13]([C:23]([NH:33][CH2:32][CH2:31][O:30][CH3:29])=[O:24])[C:14](=[O:22])[N:15]2[CH2:18][CH:19]2[CH2:20][CH2:21]2)=[N:10][CH:9]=1)[C:2]1[CH:3]=[CH:4][CH:5]=[CH:6][CH:7]=1, predict the reactants needed to synthesize it. (3) The reactants are: [Cl:1][C:2]1[CH:3]=[N:4][C:5]([N:8]2[CH2:13][CH2:12][CH:11]([C@H:14]([CH3:22])[CH2:15][CH2:16][O:17]S(C)(=O)=O)[CH2:10][CH2:9]2)=[N:6][CH:7]=1.[Cl:23][C:24]1[N:29]=[CH:28][C:27](O)=[CH:26][N:25]=1.C(=O)([O-])[O-].[K+].[K+]. Given the product [Cl:1][C:2]1[CH:3]=[N:4][C:5]([N:8]2[CH2:13][CH2:12][CH:11]([C@H:14]([CH3:22])[CH2:15][CH2:16][O:17][C:27]3[CH:26]=[N:25][C:24]([Cl:23])=[N:29][CH:28]=3)[CH2:10][CH2:9]2)=[N:6][CH:7]=1, predict the reactants needed to synthesize it.